This data is from TCR-epitope binding with 47,182 pairs between 192 epitopes and 23,139 TCRs. The task is: Binary Classification. Given a T-cell receptor sequence (or CDR3 region) and an epitope sequence, predict whether binding occurs between them. (1) The epitope is IVTDFSVIK. The TCR CDR3 sequence is CASSLEPSYEQYF. Result: 1 (the TCR binds to the epitope). (2) The epitope is SEISMDNSPNL. The TCR CDR3 sequence is CASSLAGGYNEQFF. Result: 1 (the TCR binds to the epitope).